Dataset: Forward reaction prediction with 1.9M reactions from USPTO patents (1976-2016). Task: Predict the product of the given reaction. (1) Given the reactants [Br:1][C:2]1[CH:3]=[C:4]([N:12]([CH2:20][C:21]2[CH:26]=[CH:25][CH:24]=[CH:23][CH:22]=2)[CH2:13][C:14]2[CH:19]=[CH:18][CH:17]=[CH:16][CH:15]=2)[C:5]([F:11])=[C:6]([CH:10]=1)[C:7]([OH:9])=[O:8].[CH2:27](O)[CH3:28], predict the reaction product. The product is: [CH2:27]([O:8][C:7](=[O:9])[C:6]1[CH:10]=[C:2]([Br:1])[CH:3]=[C:4]([N:12]([CH2:20][C:21]2[CH:26]=[CH:25][CH:24]=[CH:23][CH:22]=2)[CH2:13][C:14]2[CH:19]=[CH:18][CH:17]=[CH:16][CH:15]=2)[C:5]=1[F:11])[CH3:28]. (2) Given the reactants [CH3:1][C:2]1[CH2:7][CH2:6][CH2:5][C:4]([CH3:9])([CH3:8])[C:3]=1[CH2:10][OH:11].[F:12][C:13]1[CH:14]=[C:15](O)[CH:16]=[CH:17][CH:18]=1.C1(P(C2C=CC=CC=2)C2C=CC=CC=2)C=CC=CC=1.N(C(OCC)=O)=NC(OCC)=O, predict the reaction product. The product is: [F:12][C:13]1[CH:14]=[CH:15][CH:16]=[C:17]([O:11][CH2:10][C:3]2[C:4]([CH3:8])([CH3:9])[CH2:5][CH2:6][CH2:7][C:2]=2[CH3:1])[CH:18]=1. (3) The product is: [Cl:32][C:33]1[CH:38]=[CH:37][CH:36]=[C:35]([Cl:39])[C:34]=1[NH:40][C:41]([N:4]1[CH2:5][CH2:6][CH2:7][N:1]([C:8]2[N:13]=[CH:12][C:11]([NH:14][C:15]([C:17]3[N:18]=[C:19]([C:26]4[CH:31]=[CH:30][CH:29]=[CH:28][CH:27]=4)[O:20][C:21]=3[C:22]([F:23])([F:25])[F:24])=[O:16])=[CH:10][CH:9]=2)[CH2:2][CH2:3]1)=[O:42]. Given the reactants [N:1]1([C:8]2[N:13]=[CH:12][C:11]([NH:14][C:15]([C:17]3[N:18]=[C:19]([C:26]4[CH:31]=[CH:30][CH:29]=[CH:28][CH:27]=4)[O:20][C:21]=3[C:22]([F:25])([F:24])[F:23])=[O:16])=[CH:10][CH:9]=2)[CH2:7][CH2:6][CH2:5][NH:4][CH2:3][CH2:2]1.[Cl:32][C:33]1[CH:38]=[CH:37][CH:36]=[C:35]([Cl:39])[C:34]=1[N:40]=[C:41]=[O:42], predict the reaction product. (4) Given the reactants [C:1]([C:3]1[CH:29]=[CH:28][CH:27]=[CH:26][C:4]=1[O:5][C:6]1[CH:7]=[C:8]([NH2:25])[C:9]([NH2:24])=[CH:10][C:11]=1[O:12][C:13]1[CH:14]=[N:15][C:16]([S:19]([CH2:22][CH3:23])(=[O:21])=[O:20])=[CH:17][CH:18]=1)#[N:2].CO[C:32]([C:34]1[CH:39]=[N:38][CH:37]=[CH:36][N:35]=1)=N, predict the reaction product. The product is: [C:1]([C:3]1[CH:29]=[CH:28][CH:27]=[CH:26][C:4]=1[O:5][C:6]1[C:11]([O:12][C:13]2[CH:14]=[N:15][C:16]([S:19]([CH2:22][CH3:23])(=[O:20])=[O:21])=[CH:17][CH:18]=2)=[CH:10][C:9]2[NH:24][C:32]([C:34]3[CH:39]=[N:38][CH:37]=[CH:36][N:35]=3)=[N:25][C:8]=2[CH:7]=1)#[N:2]. (5) Given the reactants [CH3:1][N:2]1[C:9](=[O:10])[CH2:8][CH2:7][C@H:3]1[C:4]([OH:6])=O.Cl.C[N:13](C)CCCN=C=NCC.ON1C2C=CC=CC=2N=N1.C(N1CCOCC1)C.Cl.[Cl:42][C:43]1[C:48]([Cl:49])=[C:47]([F:50])[CH:46]=[CH:45][C:44]=1[CH2:51]N.C(=O)([O-])O.[Na+], predict the reaction product. The product is: [Cl:42][C:43]1[C:48]([Cl:49])=[C:47]([F:50])[CH:46]=[CH:45][C:44]=1[CH2:51][C@@:3]1([C:4]([NH2:13])=[O:6])[CH2:7][CH2:8][C:9](=[O:10])[N:2]1[CH3:1]. (6) Given the reactants C(#N)C.C(=O)=O.[C:7]([O:11][C:12](=[O:29])[NH:13][C@H:14]([C:23](=[O:28])NCOC)[CH2:15][C:16]1[CH:21]=[CH:20][CH:19]=[C:18]([F:22])[CH:17]=1)([CH3:10])([CH3:9])[CH3:8].[H-].[H-].[H-].[H-].[Li+].[Al+3].S(=O)(=O)(O)[O-].[K+], predict the reaction product. The product is: [C:7]([O:11][C:12](=[O:29])[NH:13][C@@H:14]([CH2:15][C:16]1[CH:21]=[CH:20][CH:19]=[C:18]([F:22])[CH:17]=1)[CH:23]=[O:28])([CH3:10])([CH3:8])[CH3:9].